From a dataset of CYP3A4 inhibition data for predicting drug metabolism from PubChem BioAssay. Regression/Classification. Given a drug SMILES string, predict its absorption, distribution, metabolism, or excretion properties. Task type varies by dataset: regression for continuous measurements (e.g., permeability, clearance, half-life) or binary classification for categorical outcomes (e.g., BBB penetration, CYP inhibition). Dataset: cyp3a4_veith. The molecule is CCOC(=O)c1ccccc1Oc1c(F)c(F)nc(NCCO)c1F. The result is 0 (non-inhibitor).